Task: Binary Classification. Given a miRNA mature sequence and a target amino acid sequence, predict their likelihood of interaction.. Dataset: Experimentally validated miRNA-target interactions with 360,000+ pairs, plus equal number of negative samples (1) The miRNA is cel-miR-800-3p with sequence GCCAAACUCGGAAAUUGUCUGC. The protein sequence of the target gene is MARSLTWGCCPWCLTEEEKTAARIDQEINRILLEQKKQEREELKLLLLGPGESGKSTFIKQMRIIHGVGYSEEDRRAFRLLIYQNIFVSMQAMIDAMDRLQIPFSRPDSKQHASLVMTQDPYKVSTFEKPYAVAMQYLWRDAGIRACYERRREFHLLDSAVYYLSHLERISEDSYIPTAQDVLRSRMPTTGINEYCFSVKKTKLRIVDVGGQRSERRKWIHCFENVIALIYLASLSEYDQCLEENDQENRMEESLALFSTILELPWFKSTSVILFLNKTDILEDKIHTSHLATYFPSFQG.... Result: 0 (no interaction). (2) The miRNA is mmu-miR-130b-3p with sequence CAGUGCAAUGAUGAAAGGGCAU. The protein sequence of the target gene is MCPEEGGAAGLGELRSWWEVPAIAHFCSLFRTAFRLPDFEIEELEAALHRDDVEFISDLIACLLQGCYQRRDITPQTFHSYLEDIINYRWELEEGKPNPLREASFQDLPLRTRVEILHRLCDYRLDADDVFDLLKGLDADSLRVEPLGEDNSGALYWYFYGTRMYKEDPVQGRSNGELSLCRESERQKNVSNVPGKTGKRRGRPPKRKKLQEEIISSEKQEENSLTSDLQTRNGSRGPGQGTWWLLCQTEEEWRQVTESFRERTSLRERQLYKLLSEDFLPEICNMIAQKGKRPQRTKPE.... Result: 0 (no interaction). (3) The miRNA is mmu-miR-339-3p with sequence UGAGCGCCUCGGCGACAGAGCCG. The protein sequence of the target gene is MKRKVVNTHKLRLSPNEEAFILKEDYERRRKLRLLQVREQERDIALQIREDIKQRRNQQFTRLAEELRAEWEESQTQKIQNLEKLYLASLRSMGEGHRQAKENEPDLDALAQRAAERKRKADLRHKEALKVQKNQKEILLKQKTWHIKARKEALLVEKERSAKITSLPPPPPTLFENIEVKRISAVKTNSSTYHHLHTFVNRETDTKRPDARLAAEEEAKRLEELQKQAAQERMERFEKAHVRGFQAMKKIHLAQNQEKLMKELKQLQQEDLARRRQTVAQMPPQLVELPYKRSEMKEDW.... Result: 0 (no interaction). (4) The miRNA is hsa-miR-1-3p with sequence UGGAAUGUAAAGAAGUAUGUAU. The protein sequence of the target gene is MQAARMAASLGRQLLRLGGGSSRLTALLGQPRPGPARRPYAGGAAQLALDKSDSHPSDALTRKKPAKAESKSFAVGMFKGQLTTDQVFPYPSVLNEEQTQFLKELVEPVSRFFEEVNDPAKNDALEMVEETTWQGLKELGAFGLQVPSELGGVGLCNTQYARLVEIVGMHDLGVGITLGAHQSIGFKGILLFGTKAQKEKYLPKLASGETVAAFCLTEPSSGSDAASIRTSAVPSPCGKYYTLNGSKLWISNGGLADIFTVFAKTPVTDPATGAVKEKITAFVVERGFGGITHGPPEKKM.... Result: 1 (interaction). (5) The miRNA is hsa-miR-7-5p with sequence UGGAAGACUAGUGAUUUUGUUGUU. The protein sequence of the target gene is MATSAVPSDNLPTYKLVVVGDGGVGKSALTIQFFQKIFVPDYDPTIEDSYLKHTEIDNQWAILDVLDTAGQEEFSAMREQYMRTGDGFLIVYSVTDKASFEHVDRFHQLILRVKDRESFPMILVANKVDLMHLRKITREQGKEMATKHNIPYIETSAKDPPLNVDKAFHDLVRVIRQQIPEKSQKKKKKTKWRGDRATGTHKLQCVIL. Result: 1 (interaction). (6) The miRNA is hsa-miR-6759-3p with sequence UGACCUUUGCCUCUCCCCUCAG. The protein sequence of the target gene is MEVYIPSFRHEDSDLERGYTVFKIEVLMNGRKHFVEKRYSEFHALHKKLKKCIKTPEIPSKHVRNWVPKVLEQRRQGLETYLQAVILENEELPKLFLDFLNVRHLPSLPKAESCGSFDETESEESSKLSHQPVLLFLGDPYVLPAASDFPNVVIEGVLHGIFFSHLQPR. Result: 0 (no interaction).